From a dataset of Forward reaction prediction with 1.9M reactions from USPTO patents (1976-2016). Predict the product of the given reaction. (1) Given the reactants [C:1]([C:3]1[CH:4]=[CH:5][C:6]([NH:12][CH:13]2[CH2:16][N:15]([C:17]([O:19][C:20]([CH3:23])([CH3:22])[CH3:21])=[O:18])[CH2:14]2)=[C:7]2[C:11]=1[NH:10][CH:9]=[CH:8]2)#[N:2].[O:24](C(OC(C)(C)C)=O)[C:25]([O:27][C:28]([CH3:31])([CH3:30])[CH3:29])=O, predict the reaction product. The product is: [C:20]([O:19][C:17]([N:15]1[CH2:14][CH:13]([NH:12][C:6]2[CH:5]=[CH:4][C:3]([C:1]#[N:2])=[C:11]3[C:7]=2[CH:8]=[CH:9][N:10]3[C:25]([O:27][C:28]([CH3:31])([CH3:30])[CH3:29])=[O:24])[CH2:16]1)=[O:18])([CH3:23])([CH3:22])[CH3:21]. (2) Given the reactants [Cl:1][C:2]1[CH:7]=[CH:6][C:5]([Mg]Br)=[CH:4][CH:3]=1.[Si:10]([O:27][CH2:28][C@H:29]1[CH2:34][O:33][CH2:32][C:31](=[O:35])[N:30]1[C:36]([O:38][C:39]([CH3:42])([CH3:41])[CH3:40])=[O:37])([C:23]([CH3:26])([CH3:25])[CH3:24])([C:17]1[CH:22]=[CH:21][CH:20]=[CH:19][CH:18]=1)[C:11]1[CH:16]=[CH:15][CH:14]=[CH:13][CH:12]=1.[Cl-].[NH4+].C(OCC)(=O)C, predict the reaction product. The product is: [C:39]([O:38][C:36](=[O:37])[NH:30][C@@H:29]([CH2:28][O:27][Si:10]([C:23]([CH3:26])([CH3:25])[CH3:24])([C:17]1[CH:22]=[CH:21][CH:20]=[CH:19][CH:18]=1)[C:11]1[CH:12]=[CH:13][CH:14]=[CH:15][CH:16]=1)[CH2:34][O:33][CH2:32][C:31]([C:5]1[CH:6]=[CH:7][C:2]([Cl:1])=[CH:3][CH:4]=1)=[O:35])([CH3:42])([CH3:40])[CH3:41]. (3) Given the reactants [CH2:1](Br)[C:2]1[CH:7]=[CH:6][CH:5]=[CH:4][CH:3]=1.[OH:9][C:10]1[CH:11]=[C:12]([CH:17]=[CH:18][C:19]=1[I:20])[C:13]([O:15][CH3:16])=[O:14].C(=O)([O-])[O-].[K+].[K+], predict the reaction product. The product is: [CH2:1]([O:9][C:10]1[CH:11]=[C:12]([CH:17]=[CH:18][C:19]=1[I:20])[C:13]([O:15][CH3:16])=[O:14])[C:2]1[CH:7]=[CH:6][CH:5]=[CH:4][CH:3]=1. (4) Given the reactants C[C@H]1COCCN1CCCNC(=O)C(N1CCC2NN=CC=2C1)=O.[Cl:25][C:26]1[CH:31]=[CH:30][C:29]([C:32]2[C:36]3[CH2:37][N:38]([C:41](=[O:45])[C:42]([NH2:44])=[O:43])[CH2:39][CH2:40][C:35]=3[N:34]([CH2:46][CH2:47][CH2:48][N:49]3[CH2:54][CH2:53][O:52][CH2:51][C@@H:50]3[CH3:55])[N:33]=2)=[CH:28][C:27]=1I.[Cl:57][C:58]1[CH:74]=[CH:73][C:61]([CH2:62][NH:63][CH2:64][C:65]2[CH:70]=[CH:69][C:68]([C:71]#[CH:72])=[CH:67][CH:66]=2)=[CH:60][CH:59]=1.CCN(CC)CC, predict the reaction product. The product is: [Cl:25][C:26]1[CH:31]=[CH:30][C:29]([C:32]2[C:36]3[CH2:37][N:38]([C:41](=[O:45])[C:42]([NH2:44])=[O:43])[CH2:39][CH2:40][C:35]=3[N:34]([CH2:46][CH2:47][CH2:48][N:49]3[CH2:54][CH2:53][O:52][CH2:51][C@@H:50]3[CH3:55])[N:33]=2)=[CH:28][C:27]=1[C:72]#[C:71][C:68]1[CH:67]=[CH:66][C:65]([CH2:64][NH:63][CH2:62][C:61]2[CH:60]=[CH:59][C:58]([Cl:57])=[CH:74][CH:73]=2)=[CH:70][CH:69]=1. (5) Given the reactants [Br:1][C:2]1[CH:7]=[CH:6][C:5]([NH2:8])=[C:4]([C:9]2[CH2:14][CH2:13][CH2:12][CH2:11][CH:10]=2)[CH:3]=1.[C:15]([C:17]1[N:18]=[C:19]([C:30]([O-])=[O:31])[N:20]([CH2:22][O:23][CH2:24][CH2:25][Si:26]([CH3:29])([CH3:28])[CH3:27])[CH:21]=1)#[N:16].[K+].F[P-](F)(F)(F)(F)F.Br[P+](N1CCCC1)(N1CCCC1)N1CCCC1.C(N(CC)C(C)C)(C)C, predict the reaction product. The product is: [Br:1][C:2]1[CH:7]=[CH:6][C:5]([NH:8][C:30]([C:19]2[N:20]([CH2:22][O:23][CH2:24][CH2:25][Si:26]([CH3:29])([CH3:28])[CH3:27])[CH:21]=[C:17]([C:15]#[N:16])[N:18]=2)=[O:31])=[C:4]([C:9]2[CH2:14][CH2:13][CH2:12][CH2:11][CH:10]=2)[CH:3]=1.